From a dataset of Full USPTO retrosynthesis dataset with 1.9M reactions from patents (1976-2016). Predict the reactants needed to synthesize the given product. Given the product [CH3:33][N:34]([CH3:35])[C:6]([CH:4]1[CH2:3][C:2]([OH:1])([C:9]2[CH:10]=[CH:11][C:12]([C:15]3[CH2:19][C:18]([C:24]4[CH:25]=[C:26]([Cl:32])[C:27]([Cl:31])=[C:28]([Cl:30])[CH:29]=4)([C:20]([F:23])([F:22])[F:21])[O:17][N:16]=3)=[CH:13][CH:14]=2)[CH2:5]1)=[O:8], predict the reactants needed to synthesize it. The reactants are: [OH:1][C:2]1([C:9]2[CH:14]=[CH:13][C:12]([C:15]3[CH2:19][C:18]([C:24]4[CH:29]=[C:28]([Cl:30])[C:27]([Cl:31])=[C:26]([Cl:32])[CH:25]=4)([C:20]([F:23])([F:22])[F:21])[O:17][N:16]=3)=[CH:11][CH:10]=2)[CH2:5][CH:4]([C:6]([OH:8])=O)[CH2:3]1.[CH3:33][N:34](C(ON1N=NC2C=CC=NC1=2)=[N+](C)C)[CH3:35].F[P-](F)(F)(F)(F)F.C1C=CC2N(O)N=NC=2C=1.CCN(C(C)C)C(C)C.CNC.